Predict the reactants needed to synthesize the given product. From a dataset of Full USPTO retrosynthesis dataset with 1.9M reactions from patents (1976-2016). (1) Given the product [CH3:31][C:3]([CH3:32])([CH:2]=[O:1])[C:4]([N:6]1[CH2:7][CH:8]=[C:9]([C:12]2[NH:30][C:15]3[N:16]=[CH:17][N:18]=[C:19]([NH:20][C:21]4[CH:29]=[CH:28][C:24]5[N:25]=[CH:26][S:27][C:23]=5[CH:22]=4)[C:14]=3[CH:13]=2)[CH2:10][CH2:11]1)=[O:5], predict the reactants needed to synthesize it. The reactants are: [OH:1][CH2:2][C:3]([CH3:32])([CH3:31])[C:4]([N:6]1[CH2:11][CH:10]=[C:9]([C:12]2[NH:30][C:15]3[N:16]=[CH:17][N:18]=[C:19]([NH:20][C:21]4[CH:29]=[CH:28][C:24]5[N:25]=[CH:26][S:27][C:23]=5[CH:22]=4)[C:14]=3[CH:13]=2)[CH2:8][CH2:7]1)=[O:5].C(Cl)CCl.CCOC(C)=O. (2) Given the product [CH3:1][C:2]([CH3:7])([CH3:6])[C:3]([NH:8][C:9]1[CH:18]=[CH:17][CH:16]=[C:15]([OH:19])[C:10]=1[C:11]([O:13][CH3:14])=[O:12])=[O:4], predict the reactants needed to synthesize it. The reactants are: [CH3:1][C:2]([CH3:7])([CH3:6])[C:3](Cl)=[O:4].[NH2:8][C:9]1[CH:18]=[CH:17][CH:16]=[C:15]([OH:19])[C:10]=1[C:11]([O:13][CH3:14])=[O:12].C(=O)(O)[O-].[Na+]. (3) Given the product [F:46][C:44]1[C:19]([NH:20][C:21]([O:23][CH2:24][CH2:25][CH:26]([CH3:43])[CH2:27][CH2:28][CH2:29][CH:30]([CH3:42])[CH2:31][CH2:32][CH2:33][CH:34]([CH3:41])[CH2:35][CH2:36][CH2:37][CH:38]([CH3:40])[CH3:39])=[O:22])=[N:18][C:16](=[O:17])[N:15]([CH:45]=1)[C@@H:6]1[O:7][C@H:8]([CH3:14])[C@@H:9]([OH:10])[C@H:5]1[OH:4], predict the reactants needed to synthesize it. The reactants are: C([O:4][C@@H:5]1[C@H:9]([O:10]C(=O)C)[C@@H:8]([CH3:14])[O:7][C@H:6]1[N:15]1[CH:45]=[C:44]([F:46])[C:19]([NH:20][C:21]([O:23][CH2:24][CH2:25][CH:26]([CH3:43])[CH2:27][CH2:28][CH2:29][CH:30]([CH3:42])[CH2:31][CH2:32][CH2:33][CH:34]([CH3:41])[CH2:35][CH2:36][CH2:37][CH:38]([CH3:40])[CH3:39])=[O:22])=[N:18][C:16]1=[O:17])(=O)C.[OH-].[Na+].Cl. (4) Given the product [CH3:11][N:4]1[C:5]2[C:10](=[CH:9][CH:8]=[CH:7][CH:6]=2)[C:2]([Sn:21]([CH2:23][CH2:24][CH2:25][CH3:26])([CH2:27][CH2:28][CH2:29][CH3:30])[CH2:17][CH2:18][CH2:19][CH3:20])=[N:3]1, predict the reactants needed to synthesize it. The reactants are: I[C:2]1[C:10]2[C:5](=[CH:6][CH:7]=[CH:8][CH:9]=2)[N:4]([CH3:11])[N:3]=1.C([Mg]Cl)(C)C.[CH2:17]([Sn:21]([CH2:27][CH2:28][CH2:29][CH3:30])([CH2:23][CH2:24][CH2:25][CH3:26])Cl)[CH2:18][CH2:19][CH3:20]. (5) Given the product [Br:39][C:11]1[NH:10][C:14]2[N:15]=[CH:16][N:17]=[C:18]([C:19]3[C:20]([CH3:38])=[C:21]([NH:25][C:26](=[O:37])[C:27]4[CH:32]=[CH:31][C:30]([C:33]([CH3:35])([CH3:36])[CH3:34])=[CH:29][CH:28]=4)[CH:22]=[CH:23][CH:24]=3)[C:13]=2[CH:12]=1, predict the reactants needed to synthesize it. The reactants are: C1(S([N:10]2[C:14]3[N:15]=[CH:16][N:17]=[C:18]([C:19]4[C:20]([CH3:38])=[C:21]([NH:25][C:26](=[O:37])[C:27]5[CH:32]=[CH:31][C:30]([C:33]([CH3:36])([CH3:35])[CH3:34])=[CH:29][CH:28]=5)[CH:22]=[CH:23][CH:24]=4)[C:13]=3[CH:12]=[C:11]2[Br:39])(=O)=O)C=CC=CC=1.CC([O-])(C)C.[K+].